Dataset: hERG Central: cardiac toxicity at 1µM, 10µM, and general inhibition. Task: Predict hERG channel inhibition at various concentrations. (1) The molecule is CC(=O)Nc1ccc(SC[C@H](Cc2ccccc2)N2CCN(CCc3ccccc3)CCC2=O)cc1. Results: hERG_inhib (hERG inhibition (general)): blocker. (2) The compound is N#CC[N+]1(CCCNP2(=O)C=C(c3ccccc3)OC(c3ccccc3)=C2)CCOCC1.[Cl-]. Results: hERG_inhib (hERG inhibition (general)): blocker. (3) The drug is CC(C)CNC(=O)c1cccc(NC(=O)COc2ccc([N+](=O)[O-])cc2)c1. Results: hERG_inhib (hERG inhibition (general)): blocker. (4) The drug is COc1ccc(NC(=O)CN2CCN(S(=O)(=O)c3ccc(Cl)cc3)CC2)cc1. Results: hERG_inhib (hERG inhibition (general)): blocker. (5) The compound is CCN1CCN(c2ccc(S(=O)(=O)N3CCCCC3)cc2NC(=O)C(C)Oc2ccc(F)cc2)CC1. Results: hERG_inhib (hERG inhibition (general)): blocker.